This data is from Catalyst prediction with 721,799 reactions and 888 catalyst types from USPTO. The task is: Predict which catalyst facilitates the given reaction. (1) Reactant: F[C:2]1[CH:7]=[CH:6][C:5]([N+:8]([O-:10])=[O:9])=[CH:4][C:3]=1[C:11]1[O:12][C:13]2[CH:19]=[CH:18][C:17]([C:20]3[CH:25]=[CH:24][CH:23]=[CH:22][CH:21]=3)=[CH:16][C:14]=2[N:15]=1. Product: [N+:8]([C:5]1[CH:6]=[CH:7][C:2]([O:12][CH2:11][CH2:3][CH3:2])=[C:3]([C:11]2[O:12][C:13]3[CH:19]=[CH:18][C:17]([C:20]4[CH:25]=[CH:24][CH:23]=[CH:22][CH:21]=4)=[CH:16][C:14]=3[N:15]=2)[CH:4]=1)([O-:10])=[O:9]. The catalyst class is: 259. (2) Reactant: [CH3:1][S:2][CH2:3][C:4](=[O:11])[CH2:5][C:6]([O:8][CH2:9][CH3:10])=[O:7].C(N(CC)CC)C.C(O[CH:22]=[CH:23][C:24](=O)[C:25]([F:28])([F:27])[F:26])C.[OH-].[Na+]. Product: [CH2:9]([O:8][C:6](=[O:7])[C:5]1[CH:22]=[CH:23][C:24]([C:25]([F:28])([F:27])[F:26])=[C:3]([S:2][CH3:1])[C:4]=1[OH:11])[CH3:10]. The catalyst class is: 11. (3) Reactant: [CH2:1]([O:3][C:4]([N:6]1[C:15]2[C:10](=[CH:11][C:12]([C:16]([F:19])([F:18])[F:17])=[CH:13][CH:14]=2)C(=NN)[CH2:8][C@H:7]1[CH2:22][CH3:23])=[O:5])[CH3:2].[CH2:24]([O:26][CH2:27]C)C.C(N(C(C)C)CC)(C)C.[C:38]([Cl:41])(Cl)=O.C[OH:43]. Product: [CH3:24][O:26][C:27]([C:38]1([Cl:41])[C:10]2[C:15](=[CH:14][CH:13]=[C:12]([C:16]([F:19])([F:18])[F:17])[CH:11]=2)[N:6]([C:4]([O:3][CH2:1][CH3:2])=[O:5])[CH:7]([CH2:22][CH3:23])[CH2:8]1)=[O:43]. The catalyst class is: 784. (4) Product: [P:17]([O:13][C:8]1[CH:9]=[C:10]2[C:5](=[CH:6][CH:7]=1)[N:4]=[C:3]([C:1]#[N:2])[CH:12]=[CH:11]2)([O:19][CH2:20][CH3:21])([O:16][CH2:15][CH3:14])=[O:18]. The catalyst class is: 2. Reactant: [C:1]([C:3]1[CH:12]=[CH:11][C:10]2[C:5](=[CH:6][CH:7]=[C:8]([OH:13])[CH:9]=2)[N:4]=1)#[N:2].[CH3:14][CH2:15][O:16][P:17](Cl)([O:19][CH2:20][CH3:21])=[O:18].C(N(CC)CC)C. (5) Reactant: [Br:1]N1C(=O)CCC1=O.[Cl:9][CH2:10][C:11]1[N:12]=[C:13]2[CH:18]=[CH:17][N:16]([C:19]3[CH:24]=[CH:23][C:22]([F:25])=[CH:21][CH:20]=3)[C:15](=[O:26])[N:14]2[CH:27]=1.C(OOC(=O)C1C=CC=CC=1)(=O)C1C=CC=CC=1. Product: [Br:1][C:27]1[N:14]2[C:15](=[O:26])[N:16]([C:19]3[CH:20]=[CH:21][C:22]([F:25])=[CH:23][CH:24]=3)[CH:17]=[CH:18][C:13]2=[N:12][C:11]=1[CH2:10][Cl:9]. The catalyst class is: 26. (6) Reactant: [Br:1][C:2]1[C:7]([CH3:8])=[CH:6][C:5]([NH2:9])=[C:4]([F:10])[CH:3]=1.[CH2:11](Br)[C:12]1[CH:17]=[CH:16][CH:15]=[CH:14][CH:13]=1.C(=O)([O-])[O-].[K+].[K+]. Product: [CH2:11]([N:9]([CH2:8][C:7]1[CH:2]=[CH:3][CH:4]=[CH:5][CH:6]=1)[C:5]1[CH:6]=[C:7]([CH3:8])[C:2]([Br:1])=[CH:3][C:4]=1[F:10])[C:12]1[CH:17]=[CH:16][CH:15]=[CH:14][CH:13]=1. The catalyst class is: 10. (7) Reactant: [CH:1]1[C:10]2[C:5](=[CH:6][CH:7]=[CH:8][CH:9]=2)[CH:4]=[CH:3][C:2]=1[O:11][C:12]1[CH:18]=[CH:17][C:15]([NH2:16])=[CH:14][CH:13]=1.C[N:20]([CH:22]=O)C.Br[CH2:25][C:26]([C:28]1[CH:33]=[CH:32][C:31]([O:34][CH2:35][CH2:36][CH2:37][N:38]([CH2:41][CH3:42])[CH2:39][CH3:40])=[CH:30][CH:29]=1)=O. Product: [CH2:10]([C:22]1[N:16]([C:15]2[CH:17]=[CH:18][C:12]([O:11][C:2]3[CH:3]=[CH:4][C:5]4[C:10](=[CH:9][CH:8]=[CH:7][CH:6]=4)[CH:1]=3)=[CH:13][CH:14]=2)[CH:25]=[C:26]([C:28]2[CH:33]=[CH:32][C:31]([O:34][CH2:35][CH2:36][CH2:37][N:38]([CH2:41][CH3:42])[CH2:39][CH3:40])=[CH:30][CH:29]=2)[N:20]=1)[CH2:1][CH2:2][CH3:3]. The catalyst class is: 238. (8) Reactant: [CH3:1][O:2][C:3]1[CH:4]=[C:5]([S:11]([N:14]2[CH2:20][CH2:19][CH2:18][NH:17][CH2:16][CH2:15]2)(=[O:13])=[O:12])[CH:6]=[CH:7][C:8]=1[O:9][CH3:10].C(N(CC)CC)C.[CH3:28][O:29][C:30]1[CH:35]=[CH:34][C:33]([S:36](Cl)(=[O:38])=[O:37])=[CH:32][C:31]=1[O:40][C:41]([F:44])([F:43])[F:42]. Product: [CH3:1][O:2][C:3]1[CH:4]=[C:5]([S:11]([N:14]2[CH2:20][CH2:19][CH2:18][N:17]([S:36]([C:33]3[CH:34]=[CH:35][C:30]([O:29][CH3:28])=[C:31]([O:40][C:41]([F:42])([F:43])[F:44])[CH:32]=3)(=[O:38])=[O:37])[CH2:16][CH2:15]2)(=[O:13])=[O:12])[CH:6]=[CH:7][C:8]=1[O:9][CH3:10]. The catalyst class is: 2. (9) Reactant: [Cl:1][C:2]1[NH:7][C:6]2=[N:8][CH:9]=[C:10]([F:11])[C:5]2=[C:4]([Cl:12])[N:3]=1.CCN(C(C)C)C(C)C.[C:22]1([CH3:32])[CH:27]=[CH:26][C:25]([S:28](Cl)(=[O:30])=[O:29])=[CH:24][CH:23]=1.C(=O)(O)[O-].[Na+].C(Cl)Cl. Product: [Cl:1][C:2]1[N:3]=[C:4]([Cl:12])[C:5]2[C:10]([F:11])=[CH:9][N:8]([S:28]([C:25]3[CH:26]=[CH:27][C:22]([CH3:32])=[CH:23][CH:24]=3)(=[O:30])=[O:29])[C:6]=2[N:7]=1. The catalyst class is: 4.